Dataset: Reaction yield outcomes from USPTO patents with 853,638 reactions. Task: Predict the reaction yield, written as a fraction of the theoretical maximum amount of product (1.0 means a 100% yield; for example, 0.34 means a 34% yield). (1) The reactants are C(Cl)(=O)C(Cl)=O.CS(C)=O.[Cl:11][C:12]1[CH:17]=[CH:16][C:15]([C:18]([CH3:22])([CH3:21])[CH2:19][OH:20])=[CH:14][CH:13]=1.C(N(CC)CC)C. The catalyst is ClCCl. The product is [Cl:11][C:12]1[CH:13]=[CH:14][C:15]([C:18]([CH3:22])([CH3:21])[CH:19]=[O:20])=[CH:16][CH:17]=1. The yield is 0.830. (2) The reactants are [C:1]([O:7][CH2:8][CH3:9])(=[O:6])[CH2:2][C:3]([CH3:5])=O.[F:10][C:11]1[CH:12]=[C:13]([CH:16]=[CH:17][CH:18]=1)[CH:14]=O.[NH4+:19].[OH-:20]. The yield is 0.700. The catalyst is CCO.C(Cl)Cl. The product is [F:10][C:11]1[CH:12]=[C:13]([CH:14]2[C:2]([C:1]([O:7][CH2:8][CH3:9])=[O:6])=[C:3]([CH3:5])[NH:19][C:3]([CH3:5])=[C:2]2[C:1]([O:7][CH2:8][CH3:9])=[O:20])[CH:16]=[CH:17][CH:18]=1.